Task: Regression. Given two drug SMILES strings and cell line genomic features, predict the synergy score measuring deviation from expected non-interaction effect.. Dataset: NCI-60 drug combinations with 297,098 pairs across 59 cell lines (1) Drug 1: CCCCC(=O)OCC(=O)C1(CC(C2=C(C1)C(=C3C(=C2O)C(=O)C4=C(C3=O)C=CC=C4OC)O)OC5CC(C(C(O5)C)O)NC(=O)C(F)(F)F)O. Drug 2: C1=NC(=NC(=O)N1C2C(C(C(O2)CO)O)O)N. Cell line: MOLT-4. Synergy scores: CSS=51.9, Synergy_ZIP=-5.01, Synergy_Bliss=-7.71, Synergy_Loewe=-21.1, Synergy_HSA=-4.80. (2) Drug 1: CN1C2=C(C=C(C=C2)N(CCCl)CCCl)N=C1CCCC(=O)O.Cl. Drug 2: CC(C)CN1C=NC2=C1C3=CC=CC=C3N=C2N. Cell line: NCI/ADR-RES. Synergy scores: CSS=-1.66, Synergy_ZIP=0.107, Synergy_Bliss=0.302, Synergy_Loewe=-3.75, Synergy_HSA=-2.64. (3) Drug 1: C1=C(C(=O)NC(=O)N1)F. Drug 2: CS(=O)(=O)OCCCCOS(=O)(=O)C. Cell line: MDA-MB-231. Synergy scores: CSS=23.1, Synergy_ZIP=-0.442, Synergy_Bliss=0.701, Synergy_Loewe=-2.23, Synergy_HSA=2.42. (4) Drug 1: CC1=C2C(C(=O)C3(C(CC4C(C3C(C(C2(C)C)(CC1OC(=O)C(C(C5=CC=CC=C5)NC(=O)OC(C)(C)C)O)O)OC(=O)C6=CC=CC=C6)(CO4)OC(=O)C)OC)C)OC. Drug 2: CN(C)C1=NC(=NC(=N1)N(C)C)N(C)C. Cell line: UACC-257. Synergy scores: CSS=17.5, Synergy_ZIP=-0.569, Synergy_Bliss=-0.124, Synergy_Loewe=-19.6, Synergy_HSA=-4.21. (5) Cell line: MDA-MB-231. Synergy scores: CSS=43.1, Synergy_ZIP=5.29, Synergy_Bliss=5.89, Synergy_Loewe=-2.32, Synergy_HSA=7.72. Drug 2: CC1=C(C=C(C=C1)C(=O)NC2=CC(=CC(=C2)C(F)(F)F)N3C=C(N=C3)C)NC4=NC=CC(=N4)C5=CN=CC=C5. Drug 1: CC1=C2C(C(=O)C3(C(CC4C(C3C(C(C2(C)C)(CC1OC(=O)C(C(C5=CC=CC=C5)NC(=O)OC(C)(C)C)O)O)OC(=O)C6=CC=CC=C6)(CO4)OC(=O)C)OC)C)OC.